This data is from Reaction yield outcomes from USPTO patents with 853,638 reactions. The task is: Predict the reaction yield, written as a fraction of the theoretical maximum amount of product (1.0 means a 100% yield; for example, 0.34 means a 34% yield). (1) The reactants are [F:1][C:2]1[CH:3]=[C:4]([CH:16]=[CH:17][CH:18]=1)[O:5][C:6]1[N:11]=[CH:10][C:9]([C:12](=O)[CH3:13])=[CH:8][C:7]=1[CH3:15].[CH3:19][C:20]([S@:23]([NH2:25])=[O:24])([CH3:22])[CH3:21]. No catalyst specified. The product is [F:1][C:2]1[CH:3]=[C:4]([CH:16]=[CH:17][CH:18]=1)[O:5][C:6]1[N:11]=[CH:10][C:9]([CH:12]([NH:25][S@@:23]([C:20]([CH3:22])([CH3:21])[CH3:19])=[O:24])[CH3:13])=[CH:8][C:7]=1[CH3:15]. The yield is 0.790. (2) The reactants are [CH3:1][N:2]1[CH2:6][C:5]([CH3:8])([CH3:7])[CH2:4][C@H:3]1[C:9]([OH:11])=O.[F:12][C:13]1[CH:14]=[CH:15][C:16]([NH:19][NH2:20])=[N:17][CH:18]=1.CCN(C(C)C)C(C)C.CN(C(ON1N=NC2C=CC=NC1=2)=[N+](C)C)C.F[P-](F)(F)(F)(F)F.N. The catalyst is C(Cl)Cl.CO. The product is [F:12][C:13]1[CH:14]=[CH:15][C:16]([NH:19][NH:20][C:9]([C@@H:3]2[CH2:4][C:5]([CH3:7])([CH3:8])[CH2:6][N:2]2[CH3:1])=[O:11])=[N:17][CH:18]=1. The yield is 0.710. (3) The reactants are [C:1]1([S:7]([N:10]2[C:14]3=[N:15][CH:16]=[C:17]([CH:19]4[CH2:23][O:22][C:21]([CH3:25])([CH3:24])[O:20]4)[CH:18]=[C:13]3[CH:12]=[C:11]2[C:26](=[O:33])[CH2:27][CH:28]2[CH2:32][CH2:31][CH2:30][CH2:29]2)(=[O:9])=[O:8])[CH:6]=[CH:5][CH:4]=[CH:3][CH:2]=1.C[Si]([N-][Si](C)(C)C)(C)C.[Li+].[C:44]1([CH3:64])[CH:49]=[CH:48][C:47]([S:50](O[S:50]([C:47]2[CH:48]=[CH:49][C:44]([CH3:64])=[CH:45][CH:46]=2)(=[O:52])=[O:51])(=[O:52])=[O:51])=[CH:46][CH:45]=1. The catalyst is O1CCCC1. The product is [C:1]1([S:7]([N:10]2[C:14]3=[N:15][CH:16]=[C:17]([CH:19]4[CH2:23][O:22][C:21]([CH3:24])([CH3:25])[O:20]4)[CH:18]=[C:13]3[CH:12]=[C:11]2[C:26]([O:33][S:50]([C:47]2[CH:48]=[CH:49][C:44]([CH3:64])=[CH:45][CH:46]=2)(=[O:52])=[O:51])=[CH:27][CH:28]2[CH2:32][CH2:31][CH2:30][CH2:29]2)(=[O:9])=[O:8])[CH:2]=[CH:3][CH:4]=[CH:5][CH:6]=1. The yield is 0.780. (4) The product is [I:1][C:2]1[CH:3]=[C:4]([NH2:9])[C:5]([F:8])=[N:6][CH:7]=1. The yield is 0.530. The catalyst is [Fe].O. The reactants are [I:1][C:2]1[CH:3]=[C:4]([N+:9]([O-])=O)[C:5]([F:8])=[N:6][CH:7]=1.C(O)C.Cl.